Dataset: Full USPTO retrosynthesis dataset with 1.9M reactions from patents (1976-2016). Task: Predict the reactants needed to synthesize the given product. (1) Given the product [CH3:1][O:2][C:3]([C:5]1[S:6][C:7]([C:27]2[CH2:32][CH2:31][CH2:30][CH2:29][CH:28]=2)=[CH:8][C:9]=1[N:10]([C@H:20]1[CH2:25][CH2:24][C@H:23]([O:26][CH2:42][O:43][CH3:44])[CH2:22][CH2:21]1)[C:11]([C@H:13]1[CH2:14][CH2:15][C@H:16]([CH3:19])[CH2:17][CH2:18]1)=[O:12])=[O:4], predict the reactants needed to synthesize it. The reactants are: [CH3:1][O:2][C:3]([C:5]1[S:6][C:7]([C:27]2[CH2:32][CH2:31][CH2:30][CH2:29][CH:28]=2)=[CH:8][C:9]=1[N:10]([C@H:20]1[CH2:25][CH2:24][C@H:23]([OH:26])[CH2:22][CH2:21]1)[C:11]([C@H:13]1[CH2:18][CH2:17][C@H:16]([CH3:19])[CH2:15][CH2:14]1)=[O:12])=[O:4].C(N(C(C)C)CC)(C)C.[CH3:42][O:43][CH2:44]Cl. (2) Given the product [Br:27][C:28]1[CH:33]=[CH:32][C:31]([CH:35]2[CH2:37][CH2:36]2)=[C:30]([CH:2]2[C:3](=[O:6])[CH2:4][CH2:5][C:1]2=[O:7])[CH:29]=1, predict the reactants needed to synthesize it. The reactants are: [C:1]1(=[O:7])[CH2:5][CH2:4][C:3](=[O:6])[CH2:2]1.C1(C)C=CC=CC=1.C([O-])(=O)C.C([O-])(=O)C.C([O-])(=O)C.[Br:27][C:28]1[CH:29]=[CH:30][C:31]([CH:35]2[CH2:37][CH2:36]2)=[C:32]([Pb+3])[CH:33]=1. (3) Given the product [CH3:41][S:38]([C:35]1[CH:36]=[CH:37][C:32]([C:2]2[CH:3]=[C:4]3[C:8](=[CH:9][CH:10]=2)[N:7]([CH:11]2[CH2:16][CH2:15][N:14]([C:17]([O:19][C:20]([CH3:23])([CH3:21])[CH3:22])=[O:18])[CH2:13][CH2:12]2)[N:6]=[CH:5]3)=[CH:33][CH:34]=1)(=[O:40])=[O:39], predict the reactants needed to synthesize it. The reactants are: Br[C:2]1[CH:3]=[C:4]2[C:8](=[CH:9][CH:10]=1)[N:7]([CH:11]1[CH2:16][CH2:15][N:14]([C:17]([O:19][C:20]([CH3:23])([CH3:22])[CH3:21])=[O:18])[CH2:13][CH2:12]1)[N:6]=[CH:5]2.CC1(C)C(C)(C)OB([C:32]2[CH:37]=[CH:36][C:35]([S:38]([CH3:41])(=[O:40])=[O:39])=[CH:34][CH:33]=2)O1. (4) Given the product [CH2:19]([NH:7][CH2:8][CH2:9]/[CH:10]=[CH:11]/[C:12]1[CH:17]=[CH:16][C:15]([F:18])=[CH:14][CH:13]=1)[C:20]1[CH:21]=[CH:22][CH:23]=[CH:24][CH:25]=1, predict the reactants needed to synthesize it. The reactants are: C(OC(=O)[N:7]([CH2:19][C:20]1[CH:25]=[CH:24][CH:23]=[CH:22][CH:21]=1)[CH2:8][CH2:9]/[CH:10]=[CH:11]/[C:12]1[CH:17]=[CH:16][C:15]([F:18])=[CH:14][CH:13]=1)(C)(C)C.FC(F)(F)C(O)=O. (5) Given the product [CH3:40][O:41][C:42]1[C:49]([O:50][CH3:51])=[C:48]([O:52][CH3:53])[CH:47]=[C:46]([CH3:54])[C:43]=1[CH:44]([C:18]1[C:17]([C:21]([F:24])([F:22])[F:23])=[C:16]([Cl:25])[N:15]=[C:14]([Cl:13])[C:19]=1[Cl:20])[OH:45], predict the reactants needed to synthesize it. The reactants are: C([Li])CCC.C(NC(C)C)(C)C.[Cl:13][C:14]1[C:19]([Cl:20])=[CH:18][C:17]([C:21]([F:24])([F:23])[F:22])=[C:16]([Cl:25])[N:15]=1.ClC1C(Cl)=C([Li])C(C(F)(F)F)=C(Cl)N=1.[CH3:40][O:41][C:42]1[C:49]([O:50][CH3:51])=[C:48]([O:52][CH3:53])[CH:47]=[C:46]([CH3:54])[C:43]=1[CH:44]=[O:45]. (6) Given the product [CH2:9]([OH:10])[CH:7]([OH:8])[CH:5]([OH:6])[CH:3]([OH:4])[CH2:2][OH:1], predict the reactants needed to synthesize it. The reactants are: [O:1]=[CH:2][C@H:3]([C@@H:5]([C@@H:7]([CH2:9][OH:10])[OH:8])[OH:6])[OH:4].O=C[C@@H]([C@H]([C@H](CO)O)O)O.C(O)[C@H]1O[C@@H](O[C@H]2[C@H](O)[C@@H](O)[C@H](O)O[C@@H]2CO)[C@H](O)[C@@H](O)[C@@H]1O. (7) The reactants are: [Cl:1][C:2]1[C:3]([C:10]2[CH:15]=[C:14]([O:16][CH3:17])[CH:13]=[CH:12][C:11]=2[F:18])=[N:4][CH:5]=[C:6]([CH2:8]Cl)[N:7]=1.[CH:19]1([C@@H:22]([C:29]2[CH:34]=[CH:33][CH:32]=[C:31]([OH:35])[CH:30]=2)[CH2:23][C:24]([O:26][CH2:27][CH3:28])=[O:25])[CH2:21][CH2:20]1.C([O-])([O-])=O.[Cs+].[Cs+]. Given the product [Cl:1][C:2]1[N:7]=[C:6]([CH2:8][O:35][C:31]2[CH:30]=[C:29]([C@H:22]([CH:19]3[CH2:20][CH2:21]3)[CH2:23][C:24]([O:26][CH2:27][CH3:28])=[O:25])[CH:34]=[CH:33][CH:32]=2)[CH:5]=[N:4][C:3]=1[C:10]1[CH:15]=[C:14]([O:16][CH3:17])[CH:13]=[CH:12][C:11]=1[F:18], predict the reactants needed to synthesize it.